From a dataset of Catalyst prediction with 721,799 reactions and 888 catalyst types from USPTO. Predict which catalyst facilitates the given reaction. (1) Reactant: Br.Br[C:3]1[C:7]([C:8]2[CH:13]=[CH:12][CH:11]=[CH:10][N:9]=2)=[N:6][NH:5][C:4]=1[NH2:14].[C:15]([N:23]=[C:24]=[S:25])(=[O:22])[C:16]1[CH:21]=[CH:20][CH:19]=[CH:18][CH:17]=1.N1C=CC=CC=1.O1CCOCC1. Product: [N:9]1[CH:10]=[CH:11][CH:12]=[CH:13][C:8]=1[C:7]1[C:3]2[S:25][C:24]([NH:23][C:15](=[O:22])[C:16]3[CH:17]=[CH:18][CH:19]=[CH:20][CH:21]=3)=[N:14][C:4]=2[NH:5][N:6]=1. The catalyst class is: 374. (2) Reactant: [Cl:1][C:2]1[CH:7]=[C:6]2[NH:8][C:9](=[O:30])[C:10]3([CH:15]([C:16]4[CH:21]=[CH:20][CH:19]=[C:18]([Cl:22])[CH:17]=4)[CH2:14][CH2:13][NH:12][CH:11]3[C:23]3[CH:28]=[CH:27][CH:26]=[C:25]([F:29])[CH:24]=3)[C:5]2=[CH:4][CH:3]=1.[N:31]([CH2:34][C:35]1[CH:40]=[CH:39][CH:38]=[CH:37][CH:36]=1)=[C:32]=[O:33]. Product: [CH2:34]([NH:31][C:32]([N:12]1[CH2:13][CH2:14][CH:15]([C:16]2[CH:21]=[CH:20][CH:19]=[C:18]([Cl:22])[CH:17]=2)[C:10]2([C:5]3[C:6](=[CH:7][C:2]([Cl:1])=[CH:3][CH:4]=3)[NH:8][C:9]2=[O:30])[CH:11]1[C:23]1[CH:28]=[CH:27][CH:26]=[C:25]([F:29])[CH:24]=1)=[O:33])[C:35]1[CH:40]=[CH:39][CH:38]=[CH:37][CH:36]=1. The catalyst class is: 4. (3) Reactant: Br[C:2]1[CH:11]=[C:10]2[C:5]([CH:6]=[CH:7][C:8](=[O:12])[NH:9]2)=[CH:4][CH:3]=1.[CH3:13][C@H:14]1[O:19][CH2:18][C@@H:17]([C:20]2[CH:25]=[CH:24][CH:23]=[CH:22][CH:21]=2)[NH:16][CH2:15]1. Product: [CH3:13][C@@H:14]1[CH2:15][N:16]([C:2]2[CH:11]=[C:10]3[C:5]([CH:6]=[CH:7][C:8](=[O:12])[NH:9]3)=[CH:4][CH:3]=2)[C@H:17]([C:20]2[CH:21]=[CH:22][CH:23]=[CH:24][CH:25]=2)[CH2:18][O:19]1. The catalyst class is: 16. (4) Reactant: [OH:1][C:2]1[CH:7]=[CH:6][C:5]([C:8]2[CH:13]=[CH:12][C:11]([OH:14])=[CH:10][CH:9]=2)=[CH:4][CH:3]=1.Br[CH2:16][CH2:17][CH2:18][OH:19].C(=O)([O-])[O-].[K+].[K+]. Product: [OH:19][CH2:18][CH2:17][CH2:16][O:1][C:2]1[CH:3]=[CH:4][C:5]([C:8]2[CH:13]=[CH:12][C:11]([OH:14])=[CH:10][CH:9]=2)=[CH:6][CH:7]=1. The catalyst class is: 21. (5) Reactant: C(O[C:6]([NH:8][CH2:9][C:10]1[N:15]=[C:14]([C:16]([O:18][CH2:19][CH3:20])=[O:17])[C:13]([Cl:21])=[CH:12][CH:11]=1)=[O:7])(C)(C)C.Cl.[C:23](Cl)(=O)[C:24](C)([CH3:26])[CH3:25]. Product: [Cl:21][C:13]1[C:14]([C:16]([O:18][CH2:19][CH3:20])=[O:17])=[N:15][C:10]([CH2:9][NH:8][C:6](=[O:7])[C:24]([CH3:26])([CH3:25])[CH3:23])=[CH:11][CH:12]=1. The catalyst class is: 25. (6) Reactant: [NH:1]1[CH:5]=[CH:4][N:3]=[CH:2]1.[O-:6]CC.[Na+].[Br:10][C:11]1[CH:16]=[CH:15][C:14]([C:17]([F:20])([F:19])[F:18])=[CH:13][C:12]=1F.O. Product: [NH4+:1].[OH-:6].[Br:10][C:11]1[CH:12]=[CH:13][C:14]([C:17]([F:18])([F:19])[F:20])=[CH:15][C:16]=1[N:1]1[CH:5]=[CH:4][N:3]=[CH:2]1. The catalyst class is: 169.